Dataset: Experimentally validated miRNA-target interactions with 360,000+ pairs, plus equal number of negative samples. Task: Binary Classification. Given a miRNA mature sequence and a target amino acid sequence, predict their likelihood of interaction. (1) The miRNA is hsa-miR-1277-5p with sequence AAAUAUAUAUAUAUAUGUACGUAU. The protein sequence of the target gene is MPVTVTRTTITTTTTSSSGLGSPMIVGSPRALTQPLGLLRLLQLVSTCVAFSLVASVGAWTGSMGNWSMFTWCFCFSVTLIILIVELCGLQARFPLSWRNFPITFACYAALFCLSASIIYPTTYVQFLSHGRSRDHAIAATFFSCIACVAYATEVAWTRARPGEITGYMATVPGLLKVLETFVACIIFAFISDPNLYQHQPALEWCVAVYAICFILAAIAILLNLGECTNVLPIPFPSFLSGLALLSVLLYATALVLWPLYQFDEKYGGQPRRSRDVSCSRSHAYYVCAWDRRLAVAILT.... Result: 1 (interaction). (2) The miRNA is mmu-miR-376c-3p with sequence AACAUAGAGGAAAUUUCACGU. The protein sequence of the target gene is MDASPEPQQKGGTLVLVRRQPPVSQGLLETLKARLKKSCTCSMPCAQALVQGLFPAIHWLPQYRLKEYLAGDVMSGLVIGIILVPQAIAYSLLAGLQPIYSLYTSFFANLIYFLMGTSRHVNVGIFSLLCLMVGQVVDRELQLAGFDPSQDSLGPKNNDSTLNNSATTLIIGLQDCRRDCYAIRVATALTLMAGLYQVLMGILRLGFVSTYLSQPLLDGFAMGASVTILTSQAKHMLGVQIPRHQGLGMVVHTWLSLLQNVGQANICDVVTSALCLGVLLAAKELSDRYRHRLKVPIPTE.... Result: 0 (no interaction). (3) The miRNA is hsa-miR-769-5p with sequence UGAGACCUCUGGGUUCUGAGCU. The protein sequence of the target gene is MEEFLQRAKSKLNRSKRLEKVHVVIGPKSCDLDSLISTFTYAYFLDKVSPPGVLCLPVLNIPRTEFNYFTETRFILEELNISESFHIFRDEINLHQLNDEGKLSITLVGSSVLASEDKTLESAVVKVINPVEQSDANVEFRESSSSLVLKEILQEAPELITEQLAHRLRGSILFKWMTMESEKISEKQEEILSILEEKFPNLPPREDIINVLQETQFSAQGLSIEQTMLKDLKELSDGEIKVAISTVSMNLENCLFHSNITSDLKAFTDKFGFDVLILFSSYLSEEQQPRRQIAVYSENM.... Result: 1 (interaction). (4) The miRNA is hsa-miR-3124-3p with sequence ACUUUCCUCACUCCCGUGAAGU. The protein sequence of the target gene is MLSLKLPRLFRIDQVPQVFHEQGILFGYRHPQSSATACILSLFQMTNETLNIWTHLLPFWFFVWRFMTALYVTDIQNDSYSWPMLVYMCTSCVYPLASSCAHTFSSMSKNARHICYFLDYGAVNLFSLGSAIAYSAYTFPDALVCSTFHECYVALAVLNTILSTGLSCYSRFLELQKPRLCKLLRVLAFAYPYTWDSLPIFYRLFLFPGESSRNEAMLYHQKHMGMTLLASFFYSAHLPERLAPGRFDYIGHSHQLFHVCVILATHLQMEAILLDKTLRREWLLATSRPFSFPQIAAAML.... Result: 0 (no interaction). (5) The miRNA is hsa-miR-595 with sequence GAAGUGUGCCGUGGUGUGUCU. The protein sequence of the target gene is MAATLDLKSKEEKDAELDKRIEALRRKNEALIRRYQEIEEDRKKAELEGVAVTAPRKGRSVEKENVAVESEKNLGPSRRSPGTPRPPGASKGGRTPPQQGGRAGMGRASRSWEGSPGEQPRGGGAGGRGRRGRGRGSPHLSGAGDTSISDRKSKEWEERRRQNIEKMNEEMEKIAEYERNQREGVLEPNPVRNFLDDPRRRSGPLEESERDRREESRRHGRNWGGPDFERVRCGLEHERQGRRAGLGSAGDMTLSMTGRERSEYLRWKQEREKIDQERLQRHRKPTGQWRREWDAEKTDG.... Result: 0 (no interaction). (6) The miRNA is mmu-miR-505-3p with sequence CGUCAACACUUGCUGGUUUUCU. The protein sequence of the target gene is MANENHGSPREEASLLSHSPGTSNQSQPCSPKPIRLVQDLPEELVHAGWEKCWSRRENRPYYFNRFTNQSLWEMPVLGQHDVISDPLGLNATPLPQDSSLVETPPAENKPRKRQLSEEQPSGNGVKKPKIEIPVTPTGQSVPSSPSIPGTPTLKMWGTSPEDKQQAALLRPTEVYWDLDIQTNAVIKHRGPSEVLPPHPEVELLRSQLILKLRQHYRELCQQREGIEPPRESFNRWMLERKVVDKGSDPLLPSNCEPVVSPSMFREIMNDIPIRLSRIKFREEAKRLLFKYAEAARRLIE.... Result: 0 (no interaction). (7) The miRNA is hsa-miR-3689d with sequence GGGAGGUGUGAUCUCACACUCG. The protein sequence of the target gene is MTVPKEMPEKWARAQAPPSWSRKKPSWGTEEERRARANDREYNEKFQYASNCIKTSKYNILTFLPVNLFEQFQEVANTYFLFLLILQLIPQISSLSWFTTIVPLVLVLTITAVKDATDDYFRHKSDNQVNNRQSQVLINGILQQEQWMNVCVGDIIKLENNQFVAADLLLLSSSEPHGLCYIETAELDGETNMKVRQAIPVTSELGDISKLAKFDGEVICEPPNNKLDKFSGTLYWKENKFPLSNQNMLLRGCVLRNTEWCFGLVIFAGPDTKLMQNSGRTKFKRTSIDRLMNTLVLWIF.... Result: 1 (interaction).